From a dataset of Full USPTO retrosynthesis dataset with 1.9M reactions from patents (1976-2016). Predict the reactants needed to synthesize the given product. (1) Given the product [Br:11][CH2:8][C:7]1[C:2]([Cl:1])=[N:3][CH:4]=[CH:5][CH:6]=1, predict the reactants needed to synthesize it. The reactants are: [Cl:1][C:2]1[C:7]([CH2:8]O)=[CH:6][CH:5]=[CH:4][N:3]=1.P(Br)(Br)[Br:11]. (2) Given the product [CH2:15]([NH:12][C:13]([N:4]1[C:5]2=[N:6][CH:7]=[CH:8][CH:9]=[C:10]2[N:2]([CH3:1])[C:3]1=[O:11])=[O:14])[CH2:16][CH2:17][CH2:18][CH2:19][CH3:20], predict the reactants needed to synthesize it. The reactants are: [CH3:1][N:2]1[C:10]2[C:5](=[N:6][CH:7]=[CH:8][CH:9]=2)[NH:4][C:3]1=[O:11].[N:12]([CH2:15][CH2:16][CH2:17][CH2:18][CH2:19][CH3:20])=[C:13]=[O:14]. (3) The reactants are: [N:1]1([C:7]2[N:8]=[C:9]([CH2:14][C:15]([O-:17])=O)[NH:10][C:11](=[O:13])[CH:12]=2)[CH2:6][CH2:5][O:4][CH2:3][CH2:2]1.[Na+].Cl.[F:20][C:21]1[C:29]([F:30])=[CH:28][CH:27]=[C:26]2[C:22]=1[CH2:23][CH2:24][NH:25]2.Cl.CN(C)CCCN=C=NCC. Given the product [F:20][C:21]1[C:29]([F:30])=[CH:28][CH:27]=[C:26]2[C:22]=1[CH2:23][CH2:24][N:25]2[C:15](=[O:17])[CH2:14][C:9]1[NH:10][C:11](=[O:13])[CH:12]=[C:7]([N:1]2[CH2:2][CH2:3][O:4][CH2:5][CH2:6]2)[N:8]=1, predict the reactants needed to synthesize it. (4) Given the product [CH3:12][O:13][C:14]1[CH:19]=[C:18]([B:20]2[O:24][C:23]([CH3:26])([CH3:25])[C:22]([CH3:28])([CH3:27])[O:21]2)[CH:17]=[CH:16][C:15]=1[O:29][CH2:2][C:3]1[O:4][C:5]2[CH:11]=[CH:10][CH:9]=[CH:8][C:6]=2[CH:7]=1, predict the reactants needed to synthesize it. The reactants are: Br[CH2:2][C:3]1[O:4][C:5]2[CH:11]=[CH:10][CH:9]=[CH:8][C:6]=2[CH:7]=1.[CH3:12][O:13][C:14]1[CH:19]=[C:18]([B:20]2[O:24][C:23]([CH3:26])([CH3:25])[C:22]([CH3:28])([CH3:27])[O:21]2)[CH:17]=[CH:16][C:15]=1[OH:29].